This data is from Experimentally validated miRNA-target interactions with 360,000+ pairs, plus equal number of negative samples. The task is: Binary Classification. Given a miRNA mature sequence and a target amino acid sequence, predict their likelihood of interaction. (1) Result: 0 (no interaction). The miRNA is hsa-miR-592 with sequence UUGUGUCAAUAUGCGAUGAUGU. The protein sequence of the target gene is MAGASVKVAVRVRPFNARETSQDAKCVVSMQGNTTSIINPKQSKDAPKSFTFDYSYWSHTSTEDPQFASQQQVYRDIGEEMLLHAFEGYNVCIFAYGQTGAGKSYTMMGRQEPGQQGIVPQLCEDLFSRVSENQSAQLSYSVEVSYMEIYCERVRDLLNPKSRGSLRVREHPILGPYVQDLSKLAVTSYADIADLMDCGNKARTVAATNMNETSSRSHAVFTIVFTQRCHDQLTGLDSEKVSKISLVDLAGSERADSSGARGMRLKEGANINKSLTTLGKVISALADMQSKKRKSDFIPY.... (2) The miRNA is hsa-miR-339-3p with sequence UGAGCGCCUCGACGACAGAGCCG. The protein sequence of the target gene is MSRFLNVLRSWLVMVSIIAMGNTLQSFRDHTFLYEKLYTGKPNLVNGLQARTFGIWTLLSSVIRCLCAIDIHNKTLYHITLWTFLLALGHFLSELFVFGTAAPTVGVLAPLMVASFSILGMLVGLRYLEAEPVSRQKKRN. Result: 0 (no interaction).